This data is from Reaction yield outcomes from USPTO patents with 853,638 reactions. The task is: Predict the reaction yield, written as a fraction of the theoretical maximum amount of product (1.0 means a 100% yield; for example, 0.34 means a 34% yield). (1) The reactants are Br[C:2]1[CH:11]=[CH:10][C:5]([C:6]([O:8][CH3:9])=[O:7])=[C:4]([CH3:12])[CH:3]=1.C(N(CC)CC)C.O.[C]=O.[C:23]([O:26]CC)(=[O:25])C. The catalyst is C(#N)C.C([O-])(=O)C.[Pd+2].C([O-])(=O)C.C1(P(C(P(C2C=CC=CC=2)C2C=CC=CC=2)(C)C)C2C=CC=CC=2)C=CC=CC=1. The product is [CH3:9][O:8][C:6]([C:5]1[CH:10]=[CH:11][C:2]([C:23]([OH:26])=[O:25])=[CH:3][C:4]=1[CH3:12])=[O:7]. The yield is 0.870. (2) The reactants are [NH2:1][CH2:2][CH2:3][N:4]([CH3:15])[CH2:5][CH2:6][NH:7][C:8](=[O:14])[O:9][C:10]([CH3:13])([CH3:12])[CH3:11].[C:16](O)(=[O:23])[C:17]1[CH:22]=[CH:21][CH:20]=[N:19][CH:18]=1.CCN=C=NCCCN(C)C. The catalyst is CC#N.CCOC(C)=O. The product is [CH3:15][N:4]([CH2:3][CH2:2][NH:1][C:16](=[O:23])[C:17]1[CH:22]=[CH:21][CH:20]=[N:19][CH:18]=1)[CH2:5][CH2:6][NH:7][C:8](=[O:14])[O:9][C:10]([CH3:11])([CH3:12])[CH3:13]. The yield is 0.300. (3) The reactants are [F:1][C:2]1[CH:8]=[CH:7][C:5]([NH2:6])=[C:4]([O:9][CH:10]2[CH2:15][CH2:14][O:13][CH2:12][CH2:11]2)[CH:3]=1.Cl[C:17]1[C:18]2[C:25]([CH3:26])=[C:24]([C:27]([O:29][CH3:30])=[O:28])[S:23][C:19]=2[N:20]=[CH:21][N:22]=1.C1(C)C=CC(S(O)(=O)=O)=CC=1. The catalyst is O1CCOCC1. The product is [F:1][C:2]1[CH:8]=[CH:7][C:5]([NH:6][C:17]2[C:18]3[C:25]([CH3:26])=[C:24]([C:27]([O:29][CH3:30])=[O:28])[S:23][C:19]=3[N:20]=[CH:21][N:22]=2)=[C:4]([O:9][CH:10]2[CH2:15][CH2:14][O:13][CH2:12][CH2:11]2)[CH:3]=1. The yield is 0.900. (4) The reactants are [Br:1][C:2]1[S:3][C:4]([C:16]([O:18]CC)=[O:17])=[C:5]([C:7]2[CH:12]=[C:11]([Cl:13])[CH:10]=[CH:9][C:8]=2[O:14][CH3:15])[N:6]=1.[OH-].[K+].Cl.C(Cl)Cl. The catalyst is C1COCC1.O. The product is [Br:1][C:2]1[S:3][C:4]([C:16]([OH:18])=[O:17])=[C:5]([C:7]2[CH:12]=[C:11]([Cl:13])[CH:10]=[CH:9][C:8]=2[O:14][CH3:15])[N:6]=1. The yield is 0.950. (5) The reactants are [CH3:1][O:2][C:3]([NH:5][C@@H:6]([CH:53]([CH3:55])[CH3:54])[C:7]([N:9]1[CH2:13][CH2:12][CH2:11][C@H:10]1[C:14]1[NH:15][C:16]([C:19]2[CH:24]=[CH:23][C:22]([C:25]3[CH:26]=[C:27]4[C:50](=[CH:51][CH:52]=3)[C:31]3[NH:32][C:33]([C@@H:35]5[CH2:39][C@H:38]([CH2:40][O:41][CH3:42])[CH2:37][N:36]5[C:43](OC(C)(C)C)=[O:44])=[N:34][C:30]=3[CH:29]=[CH:28]4)=[CH:21][CH:20]=2)=[CH:17][N:18]=1)=[O:8])=[O:4].Cl.[CH3:57][O:58][C:59]([NH:61][C@H:62]([C:66]1[CH:71]=[CH:70][CH:69]=[CH:68][CH:67]=1)C(O)=O)=[O:60].CCOC(C(C#N)=NOC(N1CCOCC1)=[N+](C)C)=O.F[P-](F)(F)(F)(F)F.CCN(C(C)C)C(C)C. The catalyst is C(Cl)Cl.CO.CCOC(C)=O.CN(C=O)C. The product is [CH3:1][O:2][C:3]([NH:5][C@@H:6]([CH:53]([CH3:55])[CH3:54])[C:7]([N:9]1[CH2:13][CH2:12][CH2:11][C@H:10]1[C:14]1[NH:15][C:16]([C:19]2[CH:20]=[CH:21][C:22]([C:25]3[CH:26]=[C:27]4[C:50](=[CH:51][CH:52]=3)[C:31]3[NH:32][C:33]([C@@H:35]5[CH2:39][C@H:38]([CH2:40][O:41][CH3:42])[CH2:37][N:36]5[C:43](=[O:44])[C@H:62]([NH:61][C:59](=[O:60])[O:58][CH3:57])[C:66]5[CH:71]=[CH:70][CH:69]=[CH:68][CH:67]=5)=[N:34][C:30]=3[CH:29]=[CH:28]4)=[CH:23][CH:24]=2)=[CH:17][N:18]=1)=[O:8])=[O:4]. The yield is 0.680. (6) The product is [CH3:16][C@H:3]([CH2:2][N:29]1[CH:24]2[CH2:25][CH2:26][CH:27]1[CH2:28][CH:22]([CH2:17][CH2:18][CH2:19][CH2:20][CH3:21])[CH2:23]2)[CH2:4][N:5]1[C:10]2[CH:11]=[CH:12][CH:13]=[CH:14][C:9]=2[S:8][CH2:7][C:6]1=[O:15]. The yield is 0.490. The catalyst is CC#N. The reactants are I[CH2:2][C@@H:3]([CH3:16])[CH2:4][N:5]1[C:10]2[CH:11]=[CH:12][CH:13]=[CH:14][C:9]=2[S:8][CH2:7][C:6]1=[O:15].[CH2:17]([CH:22]1[CH2:28][CH:27]2[NH:29][CH:24]([CH2:25][CH2:26]2)[CH2:23]1)[CH2:18][CH2:19][CH2:20][CH3:21]. (7) The reactants are [CH:1]1[CH:6]=[CH:5][C:4]([C:7]2[CH:12]=[CH:11][C:10]([N:13](C3C=CC(Br)=CC=3)[C:14]3[CH:19]=[CH:18][C:17]([C:20]4[CH:25]=[CH:24][CH:23]=[CH:22][CH:21]=4)=[CH:16][CH:15]=3)=[CH:9][CH:8]=2)=[CH:3][CH:2]=1.[CH3:33][CH2:34][CH2:35][CH2:36][CH2:37][CH3:38].C([Li])CCC.[B:44]([O:49]C)(OC)[O:45]C.Cl. The catalyst is C(OCC)(=O)C.O1CCCC1. The product is [C:17]1([C:20]2[CH:21]=[CH:22][CH:23]=[CH:24][CH:25]=2)[CH:16]=[CH:15][C:14]([N:13]([O:45][B:44]([C:35]2[CH:34]=[CH:33][CH:38]=[CH:37][CH:36]=2)[OH:49])[C:10]2[CH:11]=[CH:12][C:7]([C:4]3[CH:5]=[CH:6][CH:1]=[CH:2][CH:3]=3)=[CH:8][CH:9]=2)=[CH:19][CH:18]=1. The yield is 0.860. (8) The reactants are [N:1]1[CH:6]=[CH:5][CH:4]=[CH:3][C:2]=1[C:7]#[C:8][C:9]1[CH:18]=[CH:17][C:16]2[C:11](=[CH:12][CH:13]=[CH:14][C:15]=2CC(C)(C)C([O-])=O)[N:10]=1.[H-].[H-].[H-].[H-].[Li+].[Al+3].C1C[O:35]CC1. No catalyst specified. The product is [N:1]1[CH:6]=[CH:5][CH:4]=[CH:3][C:2]=1[C:7]#[C:8][C:9]1[CH:18]=[CH:17][C:16]2[C:15]([OH:35])=[CH:14][CH:13]=[CH:12][C:11]=2[N:10]=1. The yield is 0.0900.